This data is from Reaction yield outcomes from USPTO patents with 853,638 reactions. The task is: Predict the reaction yield, written as a fraction of the theoretical maximum amount of product (1.0 means a 100% yield; for example, 0.34 means a 34% yield). (1) The reactants are C([O:3][C:4](=[O:20])[C:5]1[CH:17]=[C:16]([CH:18]=[O:19])[CH:15]=[C:7]([C:8]([N:10]([CH3:14])[CH2:11][CH2:12][CH3:13])=[O:9])[CH:6]=1)C.S([CH2:31][N+:32]#[C-:33])(C1C=CC(C)=CC=1)(=O)=O.C[O-].[Na+]. The catalyst is CO. The product is [CH3:14][N:10]([CH2:11][CH2:12][CH3:13])[C:8](=[O:9])[C:7]1[CH:6]=[C:5]([CH:17]=[C:16]([C:18]2[O:19][CH:33]=[N:32][CH:31]=2)[CH:15]=1)[C:4]([OH:3])=[O:20]. The yield is 0.650. (2) The reactants are [NH:1]1[C:11]2[C:6](=[CH:7][CH:8]=[CH:9][CH:10]=2)[C:4](=O)[C:2]1=[O:3].[CH2:12]([C:18]([NH:20][NH2:21])=[O:19])[CH2:13][CH2:14][CH2:15][CH2:16]C. No catalyst specified. The product is [CH2:2]([N:1]1[C:11]2[C:6](=[CH:7][CH:8]=[CH:9][CH:10]=2)/[C:4](=[N:21]/[NH:20][C:18](=[O:19])[CH2:12][CH2:13][CH2:14][CH2:15][CH3:16])/[C:2]1=[O:3])[CH2:4][CH2:6][CH2:7][CH2:8][CH3:9]. The yield is 0.320. (3) The reactants are [CH3:1][C:2]1[CH:18]=[C:5]2[N:6]=[C:7]([NH:16][NH2:17])[CH:8]=[C:9]([N:10]3[CH2:15][CH2:14][O:13][CH2:12][CH2:11]3)[N:4]2[N:3]=1.C(O)(=O)C.[CH3:23][C:24]1[CH:25]=[C:26]([CH:29]=[CH:30][CH:31]=1)[CH:27]=O. The catalyst is C(O)C. The product is [CH3:23][C:24]1[CH:25]=[C:26]([CH:29]=[CH:30][CH:31]=1)[CH:27]=[N:17][NH:16][C:7]1[CH:8]=[C:9]([N:10]2[CH2:11][CH2:12][O:13][CH2:14][CH2:15]2)[N:4]2[N:3]=[C:2]([CH3:1])[CH:18]=[C:5]2[N:6]=1. The yield is 0.850. (4) The reactants are [C:1]1([CH3:11])[CH:6]=[CH:5][C:4]([S:7](Cl)(=[O:9])=[O:8])=[CH:3][CH:2]=1.[CH2:12]([O:19][CH2:20][CH2:21][C:22]1([CH2:27][CH2:28][OH:29])[O:26][CH2:25][CH2:24][O:23]1)[C:13]1[CH:18]=[CH:17][CH:16]=[CH:15][CH:14]=1.C(N(CC)CC)C. The catalyst is CN(C)C1C=CN=CC=1.ClCCl. The product is [CH2:12]([O:19][CH2:20][CH2:21][C:22]1([CH2:27][CH2:28][O:29][S:7]([C:4]2[CH:5]=[CH:6][C:1]([CH3:11])=[CH:2][CH:3]=2)(=[O:9])=[O:8])[O:26][CH2:25][CH2:24][O:23]1)[C:13]1[CH:18]=[CH:17][CH:16]=[CH:15][CH:14]=1. The yield is 0.830. (5) The reactants are Br[C:2]1[C:6]([CH3:8])([CH3:7])[O:5]/[C:4](=[C:9]2/[C:10](=[O:19])[NH:11][C:12]3[C:17]/2=[CH:16][CH:15]=[C:14]([F:18])[CH:13]=3)/[CH:3]=1.[F:20][C:21]1[CH:26]=[C:25](B(O)O)[CH:24]=[CH:23][N:22]=1.[F-].[K+].C(OCC)(=O)C. The catalyst is O1CCOCC1.O.C1C=CC(P(C2C=CC=CC=2)[C-]2C=CC=C2)=CC=1.C1C=CC(P(C2C=CC=CC=2)[C-]2C=CC=C2)=CC=1.Cl[Pd]Cl.[Fe+2]. The product is [F:18][C:14]1[CH:13]=[C:12]2[C:17](/[C:9](=[C:4]3\[O:5][C:6]([CH3:8])([CH3:7])[C:2]([C:25]4[CH:24]=[CH:23][N:22]=[C:21]([F:20])[CH:26]=4)=[CH:3]\3)/[C:10](=[O:19])[NH:11]2)=[CH:16][CH:15]=1. The yield is 0.570. (6) The reactants are [CH:1]1([CH2:4][O:5][NH:6][C:7]([C:9]2[C:22]([NH:23][C:24]3[CH:29]=[CH:28][C:27]([Br:30])=[CH:26][C:25]=3[CH3:31])=[C:21]([F:32])[C:12]3[N:13]=[CH:14][N:15]([CH2:16][CH2:17]CC=C)[C:11]=3[CH:10]=2)=[O:8])[CH2:3][CH2:2]1.C[N+]1([O-])CC[O:37]CC1.[CH3:41][C:42]([OH:45])(C)[CH3:43]. The catalyst is C1COCC1.O.O=[Os](=O)(=O)=O. The product is [CH:1]1([CH2:4][O:5][NH:6][C:7]([C:9]2[C:22]([NH:23][C:24]3[CH:29]=[CH:28][C:27]([Br:30])=[CH:26][C:25]=3[CH3:31])=[C:21]([F:32])[C:12]3[N:13]=[CH:14][N:15]([CH2:16][CH2:17][CH2:41][CH:42]([OH:45])[CH2:43][OH:37])[C:11]=3[CH:10]=2)=[O:8])[CH2:3][CH2:2]1. The yield is 0.740. (7) The reactants are [NH2:1][C:2]1[CH:7]=[CH:6][N:5]=[C:4](C(OCC)=O)[N:3]=1.[CH3:13][Mg]Br.[O:16]1[CH2:20][CH2:19]CC1. No catalyst specified. The product is [NH2:1][C:2]1[CH:7]=[CH:6][N:5]=[C:4]([C:20]([OH:16])([CH3:19])[CH3:13])[N:3]=1. The yield is 0.320. (8) The reactants are [OH:1][C@H:2]1[C@H:6]([CH2:7][OH:8])[NH:5][CH2:4][C@@H:3]1[NH:9][C:10](=[O:12])[CH3:11].[BH3-]C#N.[Na+].[CH:17](=O)[CH2:18][CH2:19][CH3:20]. The catalyst is CO. The product is [CH2:17]([N:5]1[C@@H:6]([CH2:7][OH:8])[C@H:2]([OH:1])[C@@H:3]([NH:9][C:10](=[O:12])[CH3:11])[CH2:4]1)[CH2:18][CH2:19][CH3:20]. The yield is 0.630. (9) The reactants are C([NH:5][S:6]([C:9]1[S:10][C:11]([C:14]2[N:15]=[CH:16][N:17]([C:19]3[N:24]=[C:23]([CH3:25])[CH:22]=[C:21]([C:26]4[CH:31]=[CH:30][C:29]([Cl:32])=[CH:28][CH:27]=4)[N:20]=3)[CH:18]=2)=[CH:12][CH:13]=1)(=[O:8])=[O:7])(C)(C)C.C(O)(C(F)(F)F)=O. The catalyst is ClCCl. The product is [Cl:32][C:29]1[CH:30]=[CH:31][C:26]([C:21]2[CH:22]=[C:23]([CH3:25])[N:24]=[C:19]([N:17]3[CH:18]=[C:14]([C:11]4[S:10][C:9]([S:6]([NH2:5])(=[O:8])=[O:7])=[CH:13][CH:12]=4)[N:15]=[CH:16]3)[N:20]=2)=[CH:27][CH:28]=1. The yield is 0.0200.